This data is from Full USPTO retrosynthesis dataset with 1.9M reactions from patents (1976-2016). The task is: Predict the reactants needed to synthesize the given product. (1) Given the product [F:20][C:21]1[CH:22]=[CH:23][C:24]([CH3:31])=[C:25]([S:27]([NH:15][C:13]2[CH:12]=[CH:11][CH:10]=[C:9]([CH2:8][O:7][C:6]3[CH:16]=[CH:17][C:3]([C:2]([F:1])([F:18])[F:19])=[CH:4][CH:5]=3)[N:14]=2)(=[O:29])=[O:28])[CH:26]=1, predict the reactants needed to synthesize it. The reactants are: [F:1][C:2]([F:19])([F:18])[C:3]1[CH:17]=[CH:16][C:6]([O:7][CH2:8][C:9]2[N:14]=[C:13]([NH2:15])[CH:12]=[CH:11][CH:10]=2)=[CH:5][CH:4]=1.[F:20][C:21]1[CH:22]=[CH:23][C:24]([CH3:31])=[C:25]([S:27](Cl)(=[O:29])=[O:28])[CH:26]=1. (2) Given the product [CH3:8][C:6]1[CH:5]=[CH:4][C:3]([NH:9][C:10](=[O:12])[CH3:11])=[C:2]([O:1][CH2:14][CH:15]2[CH2:17][O:16]2)[CH:7]=1, predict the reactants needed to synthesize it. The reactants are: [OH:1][C:2]1[CH:7]=[C:6]([CH3:8])[CH:5]=[CH:4][C:3]=1[NH:9][C:10](=[O:12])[CH3:11].Br[CH2:14][CH:15]1[CH2:17][O:16]1.C(=O)([O-])[O-].[K+].[K+]. (3) Given the product [CH2:1]([N:4]1[C@@H:9]([CH3:10])[CH2:8][N:7]([C@@H:11]([C:19]2[CH:23]=[CH:22][S:21][CH:20]=2)[C:12]2[CH:13]=[C:14]([OH:18])[CH:15]=[CH:16][CH:17]=2)[C@H:6]([CH3:24])[CH2:5]1)[CH:2]=[CH2:3], predict the reactants needed to synthesize it. The reactants are: [CH2:1]([N:4]1[C@H:9]([CH3:10])[CH2:8][N:7]([C@@H:11]([C:19]2[CH:23]=[CH:22][S:21][CH:20]=2)[C:12]2[CH:13]=[C:14]([OH:18])[CH:15]=[CH:16][CH:17]=2)[C@@H:6]([CH3:24])[CH2:5]1)[CH:2]=[CH2:3].C(N1[C@@H](C)CN([C@H](C2C=CSC=2)C2C=C(O)C=CC=2)[C@H](C)C1)C=C. (4) Given the product [Cl:1][C:2]1[CH:24]=[CH:23][CH:22]=[C:21]([Cl:25])[C:3]=1[CH2:4][CH:5]1[CH2:9][CH2:8][N:7]([CH:10]2[CH2:11][CH2:12][CH:13]([CH2:16][C:17]3[O:18][N:45]=[C:43]([C:42]4[CH:47]=[CH:48][C:39]([F:38])=[CH:40][CH:41]=4)[N:44]=3)[CH2:14][CH2:15]2)[C:6]1=[O:20], predict the reactants needed to synthesize it. The reactants are: [Cl:1][C:2]1[CH:24]=[CH:23][CH:22]=[C:21]([Cl:25])[C:3]=1[CH2:4][CH:5]1[CH2:9][CH2:8][N:7]([CH:10]2[CH2:15][CH2:14][CH:13]([CH2:16][C:17](O)=[O:18])[CH2:12][CH2:11]2)[C:6]1=[O:20].C(N1C=CN=C1)(N1C=CN=C1)=O.[F:38][C:39]1[CH:48]=[CH:47][C:42]([C:43](=[N:45]O)[NH2:44])=[CH:41][CH:40]=1. (5) Given the product [NH2:24][C:21]1[CH:22]=[CH:23][C:18]([C:16]2[CH:15]=[CH:14][C:13]3[N:12]([N:11]=[C:10]([NH:9][C:4]4[CH:5]=[CH:6][CH:7]=[CH:8][C:3]=4[C:2]([F:1])([F:34])[F:33])[N:32]=3)[CH:17]=2)=[CH:19][CH:20]=1, predict the reactants needed to synthesize it. The reactants are: [F:1][C:2]([F:34])([F:33])[C:3]1[CH:8]=[CH:7][CH:6]=[CH:5][C:4]=1[NH:9][C:10]1[N:32]=[C:13]2[CH:14]=[CH:15][C:16]([C:18]3[CH:23]=[CH:22][C:21]([NH:24]C(=O)OC(C)(C)C)=[CH:20][CH:19]=3)=[CH:17][N:12]2[N:11]=1.C(O)(C(F)(F)F)=O.C(=O)([O-])[O-].[K+].[K+]. (6) Given the product [F:23][C:24]([F:35])([F:34])[C:25]1[CH:30]=[CH:29][C:28]([C:2]2[N:7]=[C:6]([NH:8][CH2:9][CH2:10][NH:11][C:12]3[CH:19]=[CH:18][C:15]([C:16]#[N:17])=[CH:14][N:13]=3)[N:5]3[N:20]=[CH:21][N:22]=[C:4]3[CH:3]=2)=[CH:27][CH:26]=1, predict the reactants needed to synthesize it. The reactants are: Cl[C:2]1[N:7]=[C:6]([NH:8][CH2:9][CH2:10][NH:11][C:12]2[CH:19]=[CH:18][C:15]([C:16]#[N:17])=[CH:14][N:13]=2)[N:5]2[N:20]=[CH:21][N:22]=[C:4]2[CH:3]=1.[F:23][C:24]([F:35])([F:34])[C:25]1[CH:30]=[CH:29][C:28](B(O)O)=[CH:27][CH:26]=1.C(=O)([O-])[O-].[Na+].[Na+]. (7) Given the product [CH2:16]([O:18][C:19]1[CH:24]=[C:23]([C:25]([O:27][CH2:28][CH3:29])=[O:26])[CH:22]=[C:21]([O:6][S:7]([C:10]([F:11])([F:12])[F:13])(=[O:8])=[O:9])[C:20]=1[C:31]1[CH:36]=[CH:35][C:34]([F:37])=[CH:33][CH:32]=1)[CH3:17], predict the reactants needed to synthesize it. The reactants are: FC(F)(F)S([O:6][S:7]([C:10]([F:13])([F:12])[F:11])(=[O:9])=[O:8])(=O)=O.[CH2:16]([O:18][C:19]1[CH:24]=[C:23]([C:25]([O:27][CH2:28][CH3:29])=[O:26])[CH:22]=[C:21](O)[C:20]=1[C:31]1[CH:36]=[CH:35][C:34]([F:37])=[CH:33][CH:32]=1)[CH3:17]. (8) Given the product [C:1]([C:3]1[CH:4]=[C:5]([CH:9]=[CH:10][CH:11]=1)[C:6]([NH:18][C:19]1[CH:31]=[C:30]([O:32][C:33]2[CH:38]=[CH:37][CH:36]=[CH:35][CH:34]=2)[CH:29]=[CH:28][C:20]=1[C:21]([O:23][C:24]([CH3:25])([CH3:26])[CH3:27])=[O:22])=[O:8])#[N:2], predict the reactants needed to synthesize it. The reactants are: [C:1]([C:3]1[CH:4]=[C:5]([CH:9]=[CH:10][CH:11]=1)[C:6]([OH:8])=O)#[N:2].C(Cl)(=O)C(Cl)=O.[NH2:18][C:19]1[CH:31]=[C:30]([O:32][C:33]2[CH:38]=[CH:37][CH:36]=[CH:35][CH:34]=2)[CH:29]=[CH:28][C:20]=1[C:21]([O:23][C:24]([CH3:27])([CH3:26])[CH3:25])=[O:22].Cl. (9) Given the product [CH3:1][O:2][C:3]1[CH:15]=[CH:14][C:13]2[C:12]3[C:7](=[CH:8][CH:9]=[CH:10][CH:11]=3)[N:6]([CH2:19][C:20]([OH:22])=[O:21])[C:5]=2[CH:4]=1, predict the reactants needed to synthesize it. The reactants are: [CH3:1][O:2][C:3]1[CH:15]=[CH:14][C:13]2[C:12]3[C:7](=[CH:8][CH:9]=[CH:10][CH:11]=3)[NH:6][C:5]=2[CH:4]=1.[H-].[Na+].Br[CH2:19][C:20]([O:22]CC)=[O:21].[OH-].[Na+]. (10) Given the product [Cl:45][C:46]1[CH:57]=[CH:56][C:49]2[NH:50][C:51]([CH:53]([NH:24][C:14](=[O:16])[C:13]3[CH:17]=[CH:18][C:10]([N:1]4[C:5]5[CH2:6][CH2:7][CH2:8][CH2:9][C:4]=5[N:3]=[CH:2]4)=[C:11]([C:19]([F:20])([F:21])[F:22])[CH:12]=3)[CH3:54])=[N:52][C:48]=2[CH:47]=1, predict the reactants needed to synthesize it. The reactants are: [N:1]1([C:10]2[CH:18]=[CH:17][C:13]([C:14]([OH:16])=O)=[CH:12][C:11]=2[C:19]([F:22])([F:21])[F:20])[C:5]2[CH2:6][CH2:7][CH2:8][CH2:9][C:4]=2[N:3]=[CH:2]1.C[N:24](C(ON1N=NC2C=CC=CC1=2)=[N+](C)C)C.[B-](F)(F)(F)F.[Cl:45][C:46]1[CH:57]=[CH:56][C:49]2[NH:50][C:51]([CH2:53][CH2:54]N)=[N:52][C:48]=2[CH:47]=1.ClCl.